From a dataset of Catalyst prediction with 721,799 reactions and 888 catalyst types from USPTO. Predict which catalyst facilitates the given reaction. (1) Reactant: [CH:1]1[C:10]2[C:5](=[CH:6][CH:7]=[CH:8][CH:9]=2)[CH:4]=[CH:3][C:2]=1[SH:11].[H-].[Na+].[OH:14][C@@H:15]1[CH2:19][CH2:18][O:17][C:16]1=[O:20]. Product: [OH:14][C@H:15]([CH2:19][CH2:18][S:11][C:2]1[CH:3]=[CH:4][C:5]2[C:10](=[CH:9][CH:8]=[CH:7][CH:6]=2)[CH:1]=1)[C:16]([OH:20])=[O:17]. The catalyst class is: 39. (2) Reactant: [CH3:1][S:2]([O:5][C:6]1[C:14]([O:15][CH3:16])=[CH:13][C:12]([C:17]2[N:18]([C:28]([O:30][C:31]([CH3:34])([CH3:33])[CH3:32])=[O:29])[C:19]3[C:24]([CH:25]=2)=[CH:23][C:22]([CH:26]=O)=[CH:21][CH:20]=3)=[C:11]2[C:7]=1[CH2:8][NH:9][C:10]2=[O:35])(=[O:4])=[O:3].[CH3:36][O:37][CH2:38][CH2:39][NH2:40].C(O)(=O)C.C(O[BH-](OC(=O)C)OC(=O)C)(=O)C.[Na+]. Product: [CH3:1][S:2]([O:5][C:6]1[C:14]([O:15][CH3:16])=[CH:13][C:12]([C:17]2[N:18]([C:28]([O:30][C:31]([CH3:33])([CH3:32])[CH3:34])=[O:29])[C:19]3[C:24]([CH:25]=2)=[CH:23][C:22]([CH2:26][NH:40][CH2:39][CH2:38][O:37][CH3:36])=[CH:21][CH:20]=3)=[C:11]2[C:7]=1[CH2:8][NH:9][C:10]2=[O:35])(=[O:3])=[O:4]. The catalyst class is: 10. (3) Reactant: [CH2:1]([C@@H:4]1[CH2:21][C:20]2[C@:15]([CH3:29])([CH2:16][CH2:17][C@H:18]([O:22]C(=O)C(C)(C)C)[CH:19]=2)[C@@H:14]2[C@@H:5]1[C@H:6]1[C@@:10]([CH2:12][CH2:13]2)([CH3:11])[C:9](=[O:30])[CH2:8][CH2:7]1)[CH:2]=[CH2:3].[CH3:31][Li].[Cl-].[NH4+]. Product: [OH:30][C@@:9]1([CH3:31])[CH2:8][CH2:7][C@H:6]2[C@H:5]3[C@H:14]([CH2:13][CH2:12][C@:10]12[CH3:11])[C@:15]1([CH3:29])[C:20](=[CH:19][C@@H:18]([OH:22])[CH2:17][CH2:16]1)[CH2:21][C@H:4]3[CH2:1][CH:2]=[CH2:3]. The catalyst class is: 365.